From a dataset of Catalyst prediction with 721,799 reactions and 888 catalyst types from USPTO. Predict which catalyst facilitates the given reaction. (1) Reactant: Cl[C:2]1[O:3][C:4]([CH2:13][CH2:14][C:15]([O:17][CH3:18])=[O:16])=[C:5]([C:7]2[CH:12]=[CH:11][CH:10]=[CH:9][CH:8]=2)[N:6]=1.[OH:19][C:20]1[CH:25]=[CH:24][C:23]([SH:26])=[CH:22][CH:21]=1.C(=O)([O-])[O-].[K+].[K+].CN(C)C=O. Product: [OH:19][C:20]1[CH:25]=[CH:24][C:23]([S:26][C:2]2[O:3][C:4]([CH2:13][CH2:14][C:15]([O:17][CH3:18])=[O:16])=[C:5]([C:7]3[CH:12]=[CH:11][CH:10]=[CH:9][CH:8]=3)[N:6]=2)=[CH:22][CH:21]=1. The catalyst class is: 6. (2) Reactant: C(OC(=O)[NH:7][C:8]1[CH:13]=[C:12]([Cl:14])[C:11]([C:15]([F:18])([F:17])[F:16])=[CH:10][C:9]=1[NH:19][C:20](=[O:40])[CH2:21][C:22](=O)[C:23]1[CH:28]=[CH:27][CH:26]=[C:25]([C:29]2[CH:34]=[CH:33][N:32]=C(C(F)(F)F)[CH:30]=2)[CH:24]=1)(C)(C)C.[C:42](O)([C:44]([F:47])([F:46])[F:45])=O. Product: [Cl:14][C:12]1[C:11]([C:15]([F:18])([F:17])[F:16])=[CH:10][C:9]2[NH:19][C:20](=[O:40])[CH2:21][C:22]([C:23]3[CH:28]=[CH:27][CH:26]=[C:25]([C:29]4[CH:34]=[CH:33][N:32]=[C:42]([C:44]([F:47])([F:46])[F:45])[CH:30]=4)[CH:24]=3)=[N:7][C:8]=2[CH:13]=1. The catalyst class is: 2. (3) Reactant: F[C:2]1[CH:7]=[C:6]([F:8])[CH:5]=[CH:4][C:3]=1[N+:9]([O-:11])=[O:10].[C@@H:12]1([OH:19])[CH2:17][CH2:16][CH2:15][CH2:14][C@@H:13]1[OH:18].C[Si]([N-][Si](C)(C)C)(C)C.[Li+]. Product: [F:8][C:6]1[CH:5]=[CH:4][C:3]([N+:9]([O-:11])=[O:10])=[C:2]([O:18][C@@H:13]2[CH2:14][CH2:15][CH2:16][CH2:17][C@@H:12]2[OH:19])[CH:7]=1. The catalyst class is: 1. (4) Reactant: [CH2:1]([O:3][C:4](=[O:32])[CH:5]([C:10]1[CH:11]=[C:12]([C:22]2[CH:27]=[CH:26][C:25]([C:28]([F:31])([F:30])[F:29])=[CH:24][CH:23]=2)[CH:13]=[C:14]([CH:16]2[CH2:21][CH2:20][CH2:19][NH:18][CH2:17]2)[CH:15]=1)[CH2:6][CH:7]([CH3:9])[CH3:8])[CH3:2].Br[CH2:34][C:35]1[CH:40]=[C:39]([C:41]([CH3:44])([CH3:43])[CH3:42])[CH:38]=[C:37]([C:45]([CH3:48])([CH3:47])[CH3:46])[CH:36]=1.C(N(C(C)C)CC)(C)C. Product: [CH2:1]([O:3][C:4](=[O:32])[CH:5]([C:10]1[CH:11]=[C:12]([C:22]2[CH:23]=[CH:24][C:25]([C:28]([F:29])([F:30])[F:31])=[CH:26][CH:27]=2)[CH:13]=[C:14]([CH:16]2[CH2:21][CH2:20][CH2:19][N:18]([CH2:34][C:35]3[CH:36]=[C:37]([C:45]([CH3:47])([CH3:46])[CH3:48])[CH:38]=[C:39]([C:41]([CH3:44])([CH3:43])[CH3:42])[CH:40]=3)[CH2:17]2)[CH:15]=1)[CH2:6][CH:7]([CH3:9])[CH3:8])[CH3:2]. The catalyst class is: 210. (5) Reactant: [CH3:1][C:2]1[CH:19]=[CH:18][C:5]([C:6]([C:8]2[CH:13]=[CH:12][C:11]([N+:14]([O-:16])=[O:15])=[C:10]([F:17])[CH:9]=2)=[O:7])=[CH:4][CH:3]=1.[Br:20]N1C(=O)CCC1=O.C(OOC(=O)C1C=CC=CC=1)(=O)C1C=CC=CC=1. Product: [Br:20][CH2:1][C:2]1[CH:3]=[CH:4][C:5]([C:6]([C:8]2[CH:13]=[CH:12][C:11]([N+:14]([O-:16])=[O:15])=[C:10]([F:17])[CH:9]=2)=[O:7])=[CH:18][CH:19]=1. The catalyst class is: 53. (6) Reactant: [Cl:1][C:2]1[CH:7]=[CH:6][C:5]([C:8]2[N:12]([CH:13]([CH:24]3[CH2:29][CH2:28][CH2:27][CH2:26][CH2:25]3)[CH2:14][NH:15][C:16]3[CH:23]=[CH:22][C:19]([C:20]#[N:21])=[CH:18][CH:17]=3)[C:11]3[CH:30]=[C:31]([F:35])[C:32]([F:34])=[CH:33][C:10]=3[N:9]=2)=[CH:4][CH:3]=1.Cl.C(N(CC)CC)C.[N-:44]=[N+:45]=[N-:46].[Na+]. Product: [Cl:1][C:2]1[CH:3]=[CH:4][C:5]([C:8]2[N:12]([CH:13]([CH:24]3[CH2:29][CH2:28][CH2:27][CH2:26][CH2:25]3)[CH2:14][NH:15][C:16]3[CH:23]=[CH:22][C:19]([C:20]4[NH:46][N:45]=[N:44][N:21]=4)=[CH:18][CH:17]=3)[C:11]3[CH:30]=[C:31]([F:35])[C:32]([F:34])=[CH:33][C:10]=3[N:9]=2)=[CH:6][CH:7]=1. The catalyst class is: 673.